This data is from Forward reaction prediction with 1.9M reactions from USPTO patents (1976-2016). The task is: Predict the product of the given reaction. (1) Given the reactants C(O[C:6]([N:8]1[CH2:12][C:11](=[N:13][O:14][CH2:15][C:16]2[CH:21]=[CH:20][C:19]([O:22][CH3:23])=[CH:18][CH:17]=2)[CH2:10][C@H:9]1[C:24]([OH:26])=O)=[O:7])(C)(C)C.C(Cl)(=O)[C:28]1[CH:33]=[CH:32][CH:31]=[CH:30][CH:29]=1.[O:36]1[CH:40]=[CH:39][CH:38]=[C:37]1[CH2:41][NH2:42], predict the reaction product. The product is: [C:6]([N:8]1[CH2:12][C:11](=[N:13][O:14][CH2:15][C:16]2[CH:17]=[CH:18][C:19]([O:22][CH3:23])=[CH:20][CH:21]=2)[CH2:10][C@H:9]1[C:24]([NH:42][CH2:41][C:37]1[O:36][CH:40]=[CH:39][CH:38]=1)=[O:26])(=[O:7])[C:28]1[CH:29]=[CH:30][CH:31]=[CH:32][CH:33]=1. (2) Given the reactants [CH:1]12[N:8]([C:9]3[N:14]=[C:13]([C:15]4[CH:20]=[CH:19][C:18]([N+:21]([O-])=O)=[CH:17][CH:16]=4)[N:12]=[C:11]([NH:24][CH:25]4[CH2:30][CH2:29][O:28][CH2:27][CH2:26]4)[CH:10]=3)[CH:5]([CH2:6][CH2:7]1)[CH2:4][O:3][CH2:2]2, predict the reaction product. The product is: [NH2:21][C:18]1[CH:17]=[CH:16][C:15]([C:13]2[N:12]=[C:11]([NH:24][CH:25]3[CH2:30][CH2:29][O:28][CH2:27][CH2:26]3)[CH:10]=[C:9]([N:8]3[CH:1]4[CH2:7][CH2:6][CH:5]3[CH2:4][O:3][CH2:2]4)[N:14]=2)=[CH:20][CH:19]=1. (3) Given the reactants [Cl:1][C:2]1[C:3]([O:13]C)=[C:4]2[C:9](=[CH:10][CH:11]=1)[NH:8][C:7](=[O:12])[CH:6]=[CH:5]2, predict the reaction product. The product is: [Cl:1][C:2]1[C:3]([OH:13])=[C:4]2[C:9](=[CH:10][CH:11]=1)[NH:8][C:7](=[O:12])[CH:6]=[CH:5]2.